From a dataset of Catalyst prediction with 721,799 reactions and 888 catalyst types from USPTO. Predict which catalyst facilitates the given reaction. (1) Reactant: [CH3:1][C:2]1[CH:7]=[C:6]([CH3:8])[N:5]=[CH:4][C:3]=1[CH2:9][NH:10][C:11]([C:13]1[CH:17]=[C:16]([NH:18][C:19](=[O:29])[C:20]2[CH:25]=[C:24]([F:26])[C:23]([F:27])=[CH:22][C:21]=2[Cl:28])[NH:15][N:14]=1)=[O:12].O1CCCC1.[ClH:35].C(OCC)(=O)C. Product: [ClH:28].[ClH:35].[CH3:1][C:2]1[CH:7]=[C:6]([CH3:8])[N:5]=[CH:4][C:3]=1[CH2:9][NH:10][C:11]([C:13]1[CH:17]=[C:16]([NH:18][C:19](=[O:29])[C:20]2[CH:25]=[C:24]([F:26])[C:23]([F:27])=[CH:22][C:21]=2[Cl:28])[NH:15][N:14]=1)=[O:12]. The catalyst class is: 5. (2) Reactant: [Cl:1][C:2]1[C:3]([NH:12][CH2:13][CH:14]([OH:19])[CH2:15][CH:16]([CH3:18])[CH3:17])=[N:4][C:5]2[C:10]([N:11]=1)=[CH:9][CH:8]=[CH:7][CH:6]=2.CCN(CC)CC.N#N. Product: [Cl:1][C:2]1[C:3]([NH:12][CH2:13][C:14](=[O:19])[CH2:15][CH:16]([CH3:17])[CH3:18])=[N:4][C:5]2[C:10]([N:11]=1)=[CH:9][CH:8]=[CH:7][CH:6]=2. The catalyst class is: 16. (3) The catalyst class is: 67. Product: [Cl:36][C:35]1[CH:34]=[CH:33][CH:32]=[C:31]([Cl:37])[C:30]=1[C:29]([NH:28][C@H:27]([C:39]([O:41][CH3:42])=[O:40])[CH2:26][C:25]1[CH:24]=[CH:23][C:22]([N:19]2[CH2:20][CH2:21][CH:16]([CH2:15][C:13]3[CH:12]=[CH:11][CH:10]=[C:9]([NH:8][CH3:6])[N:14]=3)[CH2:17][CH2:18]2)=[CH:44][CH:43]=1)=[O:38]. Reactant: C(O[C:6]([N:8](C)[C:9]1[N:14]=[C:13]([CH2:15][CH:16]2[CH2:21][CH2:20][N:19]([C:22]3[CH:44]=[CH:43][C:25]([CH2:26][C@@H:27]([C:39]([O:41][CH3:42])=[O:40])[NH:28][C:29](=[O:38])[C:30]4[C:35]([Cl:36])=[CH:34][CH:33]=[CH:32][C:31]=4[Cl:37])=[CH:24][CH:23]=3)[CH2:18][CH2:17]2)[CH:12]=[CH:11][CH:10]=1)=O)(C)(C)C. (4) Reactant: C([C:3]1[CH:4]=[C:5]([CH:20]=[CH:21][C:22]=1[B:23]1[O:27]C(C)(C)[C:25](C)(C)[O:24]1)[O:6][C:7]1[N:14]=[C:13]([NH:15][CH2:16][CH2:17][O:18][CH3:19])[CH:12]=[CH:11][C:8]=1[C:9]#[N:10])=O.[BH4-].[Na+].Cl. Product: [OH:27][B:23]1[C:22]2[CH:21]=[CH:20][C:5]([O:6][C:7]3[N:14]=[C:13]([NH:15][CH2:16][CH2:17][O:18][CH3:19])[CH:12]=[CH:11][C:8]=3[C:9]#[N:10])=[CH:4][C:3]=2[CH2:25][O:24]1. The catalyst class is: 5. (5) Reactant: [CH3:1][O:2][C:3](=[O:18])[C:4]1[CH:9]=[C:8]([Cl:10])[C:7]([O:11][CH3:12])=[CH:6][C:5]=1[O:13][CH2:14][CH2:15][CH2:16]Br.C([O-])([O-])=O.[K+].[K+].[F:25][C:26]1[CH:41]=[CH:40][C:29]([CH2:30][C:31]2([OH:39])[CH2:36][CH2:35][NH:34][CH2:33][C:32]2([CH3:38])[CH3:37])=[CH:28][CH:27]=1. Product: [CH3:1][O:2][C:3](=[O:18])[C:4]1[CH:9]=[C:8]([Cl:10])[C:7]([O:11][CH3:12])=[CH:6][C:5]=1[O:13][CH2:14][CH2:15][CH2:16][N:34]1[CH2:35][CH2:36][C:31]([CH2:30][C:29]2[CH:28]=[CH:27][C:26]([F:25])=[CH:41][CH:40]=2)([OH:39])[C:32]([CH3:38])([CH3:37])[CH2:33]1. The catalyst class is: 18.